From a dataset of Full USPTO retrosynthesis dataset with 1.9M reactions from patents (1976-2016). Predict the reactants needed to synthesize the given product. (1) Given the product [CH3:29][O:30][C:31](=[O:32])[C:33]1[CH:34]=[CH:35][CH:36]=[C:37]([O:26][C:23]2[CH:24]=[CH:25][C:20]([CH:8]([C:5]3[CH:6]=[CH:7][C:2]([Cl:1])=[CH:3][C:4]=3[CH3:28])[CH2:9][C:10]([C:12]3[CH:13]=[CH:14][C:15](=[O:19])[N:16]([CH3:18])[CH:17]=3)=[O:11])=[CH:21][C:22]=2[F:27])[CH:38]=1, predict the reactants needed to synthesize it. The reactants are: [Cl:1][C:2]1[CH:7]=[CH:6][C:5]([CH:8]([C:20]2[CH:25]=[CH:24][C:23]([OH:26])=[C:22]([F:27])[CH:21]=2)[CH2:9][C:10]([C:12]2[CH:13]=[CH:14][C:15](=[O:19])[N:16]([CH3:18])[CH:17]=2)=[O:11])=[C:4]([CH3:28])[CH:3]=1.[CH3:29][O:30][C:31]([C:33]1[CH:34]=[C:35](B(O)O)[CH:36]=[CH:37][CH:38]=1)=[O:32].N1C=CC=CC=1. (2) Given the product [CH3:22][N:23]1[C:27]([NH:28][C:2]2[CH:7]=[C:6]([NH:8][C:9]3[CH:18]=[CH:17][CH:16]=[CH:15][C:10]=3[C:11]([NH:13][CH3:14])=[O:12])[C:5]([C:19]([CH3:21])=[CH2:20])=[CH:4][N:3]=2)=[CH:26][C:25]([CH3:29])=[N:24]1, predict the reactants needed to synthesize it. The reactants are: Cl[C:2]1[CH:7]=[C:6]([NH:8][C:9]2[CH:18]=[CH:17][CH:16]=[CH:15][C:10]=2[C:11]([NH:13][CH3:14])=[O:12])[C:5]([C:19]([CH3:21])=[CH2:20])=[CH:4][N:3]=1.[CH3:22][N:23]1[C:27]([NH2:28])=[CH:26][C:25]([CH3:29])=[N:24]1.C([O-])([O-])=O.[Cs+].[Cs+].C1C=CC(P(C2C(C3C(P(C4C=CC=CC=4)C4C=CC=CC=4)=CC=C4C=3C=CC=C4)=C3C(C=CC=C3)=CC=2)C2C=CC=CC=2)=CC=1.